From a dataset of Reaction yield outcomes from USPTO patents with 853,638 reactions. Predict the reaction yield, written as a fraction of the theoretical maximum amount of product (1.0 means a 100% yield; for example, 0.34 means a 34% yield). (1) The reactants are [CH3:1][O:2][CH:3]([O:6][CH3:7])[CH:4]=O.[O:8]=[C:9]([CH:11](P(=O)(OCC)OCC)[CH2:12][CH2:13][CH2:14][CH3:15])[CH3:10]. No catalyst specified. The product is [CH3:7][O:6][CH:3]([O:2][CH3:1])/[CH:4]=[C:11](\[CH2:12][CH2:13][CH2:14][CH3:15])/[C:9](=[O:8])[CH3:10]. The yield is 0.280. (2) The reactants are Cl.[Cl:2][C:3]1[C:4]([F:29])=[C:5]([CH:26]=[CH:27][CH:28]=1)[NH:6][C:7]1[C:16]2[C:11](=[CH:12][C:13]([O:24][CH3:25])=[C:14]([O:17][CH2:18][C@@H:19]3[CH2:23][CH2:22][CH2:21][NH:20]3)[CH:15]=2)[N:10]=[CH:9][N:8]=1.C([O:33][CH2:34][C:35](Cl)=[O:36])(=O)C. The catalyst is C(Cl)Cl.C(N(C(C)C)CC)(C)C. The product is [Cl:2][C:3]1[C:4]([F:29])=[C:5]([CH:26]=[CH:27][CH:28]=1)[NH:6][C:7]1[C:16]2[C:11](=[CH:12][C:13]([O:24][CH3:25])=[C:14]([O:17][CH2:18][C@@H:19]3[CH2:23][CH2:22][CH2:21][N:20]3[C:34](=[O:33])[CH2:35][OH:36])[CH:15]=2)[N:10]=[CH:9][N:8]=1. The yield is 0.380. (3) The reactants are [Cl:1][C:2]1[CH:13]=[CH:12][C:5]2[NH:6][C:7](=[O:11])[O:8][C:9](=[O:10])[C:4]=2[CH:3]=1.[H-].[Na+].[F:16][C:17]1[CH:24]=[CH:23][C:20]([CH2:21]Br)=[CH:19][CH:18]=1. The catalyst is CN(C=O)C. The product is [Cl:1][C:2]1[CH:13]=[CH:12][C:5]2[N:6]([CH2:21][C:20]3[CH:23]=[CH:24][C:17]([F:16])=[CH:18][CH:19]=3)[C:7](=[O:11])[O:8][C:9](=[O:10])[C:4]=2[CH:3]=1. The yield is 0.960.